From a dataset of Peptide-MHC class II binding affinity with 134,281 pairs from IEDB. Regression. Given a peptide amino acid sequence and an MHC pseudo amino acid sequence, predict their binding affinity value. This is MHC class II binding data. (1) The peptide sequence is GLLHPILVIRNQKVS. The MHC is HLA-DPA10301-DPB10402 with pseudo-sequence HLA-DPA10301-DPB10402. The binding affinity (normalized) is 0.282. (2) The peptide sequence is GPLIEGNTSLLWNGP. The MHC is DRB3_0202 with pseudo-sequence DRB3_0202. The binding affinity (normalized) is 0.443. (3) The peptide sequence is IEFRFYKEITNVFRG. The MHC is HLA-DQA10401-DQB10402 with pseudo-sequence HLA-DQA10401-DQB10402. The binding affinity (normalized) is 0.277. (4) The peptide sequence is LISWGHYPLHLRYYR. The MHC is DRB1_1201 with pseudo-sequence DRB1_1201. The binding affinity (normalized) is 0.392.